This data is from Full USPTO retrosynthesis dataset with 1.9M reactions from patents (1976-2016). The task is: Predict the reactants needed to synthesize the given product. (1) Given the product [CH:27]([N:26]1[C:22]([C:17]2[N:18]=[C:19]3[C:20]4[CH:21]=[C:8]([CH:6]([N:34]5[CH2:35][CH2:36][N:31]([CH3:30])[CH2:32][CH2:33]5)[CH2:7][CH3:38])[CH:9]=[CH:10][C:11]=4[O:12][CH2:13][CH2:14][N:15]3[CH:16]=2)=[N:23][CH:24]=[N:25]1)([CH3:29])[CH3:28], predict the reactants needed to synthesize it. The reactants are: CS(O[CH:6]([C:8]1[CH:21]=[C:20]2[C:11]([O:12][CH2:13][CH2:14][N:15]3[C:19]2=[N:18][C:17]([C:22]2[N:26]([CH:27]([CH3:29])[CH3:28])[N:25]=[CH:24][N:23]=2)=[CH:16]3)=[CH:10][CH:9]=1)[CH3:7])(=O)=O.[CH3:30][N:31]1[CH2:36][CH2:35][NH:34][CH2:33][CH2:32]1.O1CCOC[CH2:38]1. (2) Given the product [CH3:1][NH:2][C:3](=[O:28])[C@@H:4]([NH:14][C:15](=[O:27])[C:16]1[CH:21]=[CH:20][C:19]([F:22])=[CH:18][C:17]=1[C:23]([F:24])([F:25])[F:26])[C@H:5]([O:13][C:43]([N:42]([C:36]1[CH:41]=[CH:40][CH:39]=[CH:38][CH:37]=1)[CH3:46])=[O:44])[C:6]1[CH:11]=[CH:10][CH:9]=[CH:8][C:7]=1[CH3:12], predict the reactants needed to synthesize it. The reactants are: [CH3:1][NH:2][C:3](=[O:28])[C@@H:4]([NH:14][C:15](=[O:27])[C:16]1[CH:21]=[CH:20][C:19]([F:22])=[CH:18][C:17]=1[C:23]([F:26])([F:25])[F:24])[C@H:5]([OH:13])[C:6]1[CH:11]=[CH:10][CH:9]=[CH:8][C:7]=1[CH3:12].C(N(CC)CC)C.[C:36]1([N:42]([CH3:46])[C:43](Cl)=[O:44])[CH:41]=[CH:40][CH:39]=[CH:38][CH:37]=1. (3) Given the product [F:5][C:6]1[CH:7]=[C:8]([N+:1]([O-:4])=[O:2])[CH:9]=[C:10]2[C:14]=1[N:13]([CH:15]([CH3:16])[CH3:17])[C:12](=[O:18])[CH2:11]2, predict the reactants needed to synthesize it. The reactants are: [N+:1]([O-:4])(O)=[O:2].[F:5][C:6]1[CH:7]=[CH:8][CH:9]=[C:10]2[C:14]=1[N:13]([CH:15]([CH3:17])[CH3:16])[C:12](=[O:18])[CH2:11]2. (4) Given the product [CH3:1][C:2]1[O:6][C:5]([C:7]2[CH:8]=[CH:9][CH:10]=[CH:11][CH:12]=2)=[N:4][C:3]=1[CH2:13][O:14][C:15]1[CH:35]=[CH:34][C:18]([CH2:19][O:20][C:21]2[C:25](/[CH:26]=[CH:36]/[P:45](=[O:52])([O:46][CH2:47][CH3:48])[O:49][CH2:50][CH3:51])=[CH:24][N:23]([C:28]3[CH:29]=[CH:30][CH:31]=[CH:32][CH:33]=3)[N:22]=2)=[CH:17][CH:16]=1, predict the reactants needed to synthesize it. The reactants are: [CH3:1][C:2]1[O:6][C:5]([C:7]2[CH:12]=[CH:11][CH:10]=[CH:9][CH:8]=2)=[N:4][C:3]=1[CH2:13][O:14][C:15]1[CH:35]=[CH:34][C:18]([CH2:19][O:20][C:21]2[C:25]([CH:26]=O)=[CH:24][N:23]([C:28]3[CH:33]=[CH:32][CH:31]=[CH:30][CH:29]=3)[N:22]=2)=[CH:17][CH:16]=1.[CH2:36]([P:45](=[O:52])([O:49][CH2:50][CH3:51])[O:46][CH2:47][CH3:48])P(=O)(OCC)OCC.CN(C)C=O.[H-].[Na+]. (5) Given the product [CH2:13]([O:12][C:10](=[O:11])[C:9]([CH3:16])([O:7][C:1]1[CH:6]=[CH:5][CH:4]=[CH:3][CH:2]=1)[CH3:15])[CH3:14], predict the reactants needed to synthesize it. The reactants are: [C:1]1([OH:7])[CH:6]=[CH:5][CH:4]=[CH:3][CH:2]=1.Br[C:9]([CH3:16])([CH3:15])[C:10]([O:12][CH2:13][CH3:14])=[O:11].C(=O)([O-])[O-].[Cs+].[Cs+]. (6) Given the product [Br:8][C:9]1[CH:14]=[CH:13][C:12]([N:15]([CH2:16][C:17]#[N:18])[C:5](=[O:7])[CH3:6])=[CH:11][C:10]=1[CH3:19], predict the reactants needed to synthesize it. The reactants are: C(O[C:5](=[O:7])[CH3:6])(=O)C.[Br:8][C:9]1[CH:14]=[CH:13][C:12]([NH:15][CH2:16][C:17]#[N:18])=[CH:11][C:10]=1[CH3:19]. (7) Given the product [CH:1]1([C@@:7]([C:11]2[CH:16]=[CH:15][CH:14]=[CH:13][CH:12]=2)([C:8]2[N:10]=[CH:21][NH:20][N:19]=2)[OH:18])[CH2:6][CH2:5][CH2:4][CH2:3][CH2:2]1, predict the reactants needed to synthesize it. The reactants are: [CH:1]1([C@@:7](O)([C:11]2[CH:16]=[CH:15][CH:14]=[CH:13][CH:12]=2)[C:8]([NH2:10])=O)[CH2:6][CH2:5][CH2:4][CH2:3][CH2:2]1.[OH2:18].[NH2:19][NH2:20].[C:21](O)(=O)C. (8) Given the product [NH2:8][C:5]1[N:6]=[CH:7][C:2]2[S:16][C:14](=[S:15])[NH:9][C:3]=2[N:4]=1, predict the reactants needed to synthesize it. The reactants are: Br[C:2]1[C:3]([NH2:9])=[N:4][C:5]([NH2:8])=[N:6][CH:7]=1.[K+].C(O[C:14]([S-:16])=[S:15])C.O.Cl. (9) Given the product [CH3:1][C:2]1([CH3:15])[C:6]2[CH:7]=[CH:8][C:9]([C:11]([OH:13])=[O:12])=[CH:10][C:5]=2[O:4][CH2:3]1, predict the reactants needed to synthesize it. The reactants are: [CH3:1][C:2]1([CH3:15])[C:6]2[CH:7]=[CH:8][C:9]([C:11]([O:13]C)=[O:12])=[CH:10][C:5]=2[O:4][CH2:3]1.[OH-].[Na+].Cl. (10) Given the product [NH2:13][C:4]([C:6]1[CH:11]=[CH:10][CH:9]=[C:8]([Br:12])[CH:7]=1)([CH3:5])[CH2:3][OH:2], predict the reactants needed to synthesize it. The reactants are: C[O:2][C:3](=O)[C:4]([NH2:13])([C:6]1[CH:11]=[CH:10][CH:9]=[C:8]([Br:12])[CH:7]=1)[CH3:5].[H-].[Al+3].[Li+].[H-].[H-].[H-].O.[OH-].[Na+].